This data is from Catalyst prediction with 721,799 reactions and 888 catalyst types from USPTO. The task is: Predict which catalyst facilitates the given reaction. (1) Reactant: [F:1][C:2]1[C:7]([C:8]([OH:10])=O)=[C:6]([CH3:11])[C:5]([C:12]2[CH:17]=[CH:16][CH:15]=[C:14]([F:18])[CH:13]=2)=[CH:4][CH:3]=1.O=S(Cl)Cl.[NH2:23][C:24]1[C:25]([F:32])=[C:26]([OH:31])[CH:27]=[CH:28][C:29]=1[F:30].C([O-])(O)=O.[Na+]. Product: [F:32][C:25]1[C:26]([OH:31])=[CH:27][CH:28]=[C:29]([F:30])[C:24]=1[NH:23][C:8](=[O:10])[C:7]1[C:2]([F:1])=[CH:3][CH:4]=[C:5]([C:12]2[CH:17]=[CH:16][CH:15]=[C:14]([F:18])[CH:13]=2)[C:6]=1[CH3:11]. The catalyst class is: 20. (2) The catalyst class is: 553. Reactant: [Cl:1][C:2]1[CH:3]=[N:4][CH:5]=[CH:6][C:7]=1/[CH:8]=[C:9]1/[C:10](=[O:23])[C:11]2[C:16]([CH2:17][CH2:18]/1)=[CH:15][C:14]([O:19][CH3:20])=[C:13]([O:21][CH3:22])[CH:12]=2. Product: [Cl:1][C:2]1[CH:3]=[N:4][CH:5]=[CH:6][C:7]=1[CH2:8][CH:9]1[CH2:18][CH2:17][C:16]2[C:11](=[CH:12][C:13]([O:21][CH3:22])=[C:14]([O:19][CH3:20])[CH:15]=2)[C:10]1=[O:23]. (3) Reactant: [F:1][C:2]1[CH:7]=[CH:6][C:5]([C:8]2[O:23][C:11]3[CH:12]=[C:13]([N+:20]([O-])=O)[C:14]4[O:18][CH:17]([CH3:19])[CH2:16][C:15]=4[C:10]=3[C:9]=2[C:24]([O:26][CH3:27])=[O:25])=[CH:4][CH:3]=1. Product: [NH2:20][C:13]1[C:14]2[O:18][CH:17]([CH3:19])[CH2:16][C:15]=2[C:10]2[C:9]([C:24]([O:26][CH3:27])=[O:25])=[C:8]([C:5]3[CH:4]=[CH:3][C:2]([F:1])=[CH:7][CH:6]=3)[O:23][C:11]=2[CH:12]=1. The catalyst class is: 99.